From a dataset of Forward reaction prediction with 1.9M reactions from USPTO patents (1976-2016). Predict the product of the given reaction. (1) Given the reactants C(O[C:9]1[CH:26]=[CH:25][C:12]2[CH:13]=[C:14]([C:17]3[CH:22]=[CH:21][C:20](OC)=[CH:19][CH:18]=3)[CH2:15][O:16][C:11]=2[CH:10]=1)C1C=CC=CC=1.[O:27]1C2C(=CC=CC=2)C(O)CC1.ClC1C(=O)C(C#N)=C(C#N)C(=O)C=1Cl, predict the reaction product. The product is: [O:16]1[C:11]2[C:12](=[CH:25][CH:26]=[CH:9][CH:10]=2)[C:13](=[O:27])[C:14]([C:17]2[CH:22]=[CH:21][CH:20]=[CH:19][CH:18]=2)=[CH:15]1. (2) Given the reactants [Cl:1][C:2]1[CH:7]=[C:6]([CH3:8])[C:5]([N:9]2[C:13]3=[N:14][C:15]([CH3:26])=[CH:16][C:17](OS(C(F)(F)F)(=O)=O)=[C:12]3[C:11]([CH3:27])=[CH:10]2)=[C:4]([CH3:28])[CH:3]=1.[NH:29]1[CH2:39][CH2:38][CH:32]([C:33]([O:35][CH2:36][CH3:37])=[O:34])[CH2:31][CH2:30]1.C(N(CC)C(C)C)(C)C, predict the reaction product. The product is: [CH2:36]([O:35][C:33]([CH:32]1[CH2:38][CH2:39][N:29]([C:17]2[CH:16]=[C:15]([CH3:26])[N:14]=[C:13]3[N:9]([C:5]4[C:4]([CH3:28])=[CH:3][C:2]([Cl:1])=[CH:7][C:6]=4[CH3:8])[CH:10]=[C:11]([CH3:27])[C:12]=23)[CH2:30][CH2:31]1)=[O:34])[CH3:37]. (3) Given the reactants CO[C:3](=[O:19])[C:4]([S:15][CH2:16][CH2:17][CH3:18])=[CH:5][NH:6][C:7]1[CH:12]=[CH:11][C:10]([O:13][CH3:14])=[CH:9][CH:8]=1, predict the reaction product. The product is: [CH3:14][O:13][C:10]1[CH:11]=[C:12]2[C:7](=[CH:8][CH:9]=1)[N:6]=[CH:5][C:4]([S:15][CH2:16][CH2:17][CH3:18])=[C:3]2[OH:19]. (4) Given the reactants Cl.[F:2][C:3]1[CH:4]=[C:5]([NH:10][C:11]2[CH:16]=[CH:15][N:14]=[C:13]([NH:17][C:18]3[CH:23]=[CH:22][C:21]([S:24]([N:27]([CH3:34])[CH:28]4[CH2:33][CH2:32][NH:31][CH2:30][CH2:29]4)(=[O:26])=[O:25])=[CH:20][CH:19]=3)[N:12]=2)[CH:6]=[CH:7][C:8]=1[F:9].[CH:35]([S:37]([CH3:40])(=[O:39])=[O:38])=[CH2:36], predict the reaction product. The product is: [F:2][C:3]1[CH:4]=[C:5]([NH:10][C:11]2[CH:16]=[CH:15][N:14]=[C:13]([NH:17][C:18]3[CH:19]=[CH:20][C:21]([S:24]([N:27]([CH3:34])[CH:28]4[CH2:33][CH2:32][N:31]([CH2:36][CH2:35][S:37]([CH3:40])(=[O:39])=[O:38])[CH2:30][CH2:29]4)(=[O:25])=[O:26])=[CH:22][CH:23]=3)[N:12]=2)[CH:6]=[CH:7][C:8]=1[F:9]. (5) Given the reactants CN(/[CH:4]=[C:5]1/[C:6](=O)[C:7]2[C:12]([C@H:13]([C:15]3[CH:20]=[CH:19][CH:18]=[CH:17][C:16]=3[F:21])[CH2:14]/1)=[CH:11][CH:10]=[CH:9][CH:8]=2)C.[OH:23][CH2:24][C:25]1[CH:26]=[C:27]([NH:31][C:32]([NH2:34])=[NH:33])[CH:28]=[CH:29][CH:30]=1, predict the reaction product. The product is: [F:21][C:16]1[CH:17]=[CH:18][CH:19]=[CH:20][C:15]=1[C@H:13]1[C:12]2[CH:11]=[CH:10][CH:9]=[CH:8][C:7]=2[C:6]2[N:34]=[C:32]([NH:31][C:27]3[CH:26]=[C:25]([CH2:24][OH:23])[CH:30]=[CH:29][CH:28]=3)[N:33]=[CH:4][C:5]=2[CH2:14]1.